Dataset: Blood-brain barrier permeability classification from the B3DB database. Task: Regression/Classification. Given a drug SMILES string, predict its absorption, distribution, metabolism, or excretion properties. Task type varies by dataset: regression for continuous measurements (e.g., permeability, clearance, half-life) or binary classification for categorical outcomes (e.g., BBB penetration, CYP inhibition). Dataset: b3db_classification. (1) The compound is COc1cc2nc(N3CCN(C(=O)c4ccco4)CC3)nc(N)c2cc1OC. The result is 1 (penetrates BBB). (2) The molecule is CN1c2cc(F)ccc2C(c2ccccc2)=NCC1CNC(=O)c1ccoc1. The result is 1 (penetrates BBB). (3) The drug is Clc1cccc(Cl)c1N[C@H]1N=CCN1. The result is 1 (penetrates BBB). (4) The compound is CC(=O)N1CCN(C(=O)Cc2ccc(S(C)(=O)=O)cc2)C(CN2CCC(O)C2)C1. The result is 0 (does not penetrate BBB). (5) The compound is O=C1CCCN1CCCCN1CCN(c2cc(C(F)(F)F)ccn2)CC1. The result is 1 (penetrates BBB). (6) The compound is COC(=O)C[C@H](c1ccc(C(C)C)cc1)c1oc(CN2C[C@@H]3C[C@H](C2)c2cccc(=O)n2C3)cc(=O)c1O. The result is 0 (does not penetrate BBB). (7) The result is 1 (penetrates BBB). The compound is C[C@]12C[C@H](O)[C@@]3(F)C(C[C@H](F)C4=CC(=O)C=C[C@@]43C)C1C[C@@H](O)[C@]2(O)C(=O)CO.